Predict the product of the given reaction. From a dataset of Forward reaction prediction with 1.9M reactions from USPTO patents (1976-2016). Given the reactants [CH3:1][C@H:2]1[C@@H:6]([C:7]2[CH:12]=[CH:11][CH:10]=[CH:9][CH:8]=2)OC(=O)[NH:3]1.O1CCNC1=O, predict the reaction product. The product is: [NH2:3][CH:2]([CH2:6][C:7]1[CH:12]=[CH:11][CH:10]=[CH:9][CH:8]=1)[CH3:1].